The task is: Predict the reaction yield, written as a fraction of the theoretical maximum amount of product (1.0 means a 100% yield; for example, 0.34 means a 34% yield).. This data is from Reaction yield outcomes from USPTO patents with 853,638 reactions. (1) The reactants are [CH3:1][C:2]1[S:3][C:4]([C:8]([OH:10])=[O:9])=[C:5]([CH3:7])[N:6]=1.[Li]CCCC.[F:16][C:17]1[CH:18]=[CH:19][C:20]([C:23]2[C:27]([CH:28]=[O:29])=[CH:26][O:25][N:24]=2)=[N:21][CH:22]=1. The catalyst is C1COCC1. The product is [F:16][C:17]1[CH:18]=[CH:19][C:20]([C:23]2[C:27]([CH:28]([OH:29])[CH2:1][C:2]3[S:3][C:4]([C:8]([OH:10])=[O:9])=[C:5]([CH3:7])[N:6]=3)=[CH:26][O:25][N:24]=2)=[N:21][CH:22]=1. The yield is 0.550. (2) The reactants are [O:1]1[CH2:6][CH2:5][CH2:4][O:3][CH:2]1[C:7]1[CH:8]=[CH:9][C:10]([C:13]2[S:21][C:20]3[C:15](=[N:16][CH:17]=[CH:18][C:19]=3[O:22][C:23]3[CH:28]=[CH:27][C:26]([N+:29]([O-])=O)=[CH:25][C:24]=3[F:32])[CH:14]=2)=[N:11][CH:12]=1.[Cl-].[NH4+]. The product is [O:1]1[CH2:6][CH2:5][CH2:4][O:3][CH:2]1[C:7]1[CH:8]=[CH:9][C:10]([C:13]2[S:21][C:20]3[C:15](=[N:16][CH:17]=[CH:18][C:19]=3[O:22][C:23]3[CH:28]=[CH:27][C:26]([NH2:29])=[CH:25][C:24]=3[F:32])[CH:14]=2)=[N:11][CH:12]=1. The yield is 0.990. The catalyst is CCO.O.[Fe]. (3) The reactants are [NH2:1][C:2]1[N:7]=[C:6]([C:8]2[CH:13]=[C:12]([Cl:14])[CH:11]=[CH:10][C:9]=2[OH:15])[CH:5]=[C:4](Cl)[N:3]=1.[Cl:17][C:18]1[CH:24]=[CH:23][C:21]([NH2:22])=[CH:20][CH:19]=1. No catalyst specified. The product is [NH2:1][C:2]1[N:7]=[C:6]([C:8]2[CH:13]=[C:12]([Cl:14])[CH:11]=[CH:10][C:9]=2[OH:15])[CH:5]=[C:4]([NH:22][C:21]2[CH:23]=[CH:24][C:18]([Cl:17])=[CH:19][CH:20]=2)[N:3]=1. The yield is 0.870. (4) The reactants are [C:1]([C:5]1[C:13]2[C:8](=[CH:9][CH:10]=[C:11]([N+:14]([O-])=O)[CH:12]=2)[NH:7][CH:6]=1)([CH3:4])([CH3:3])[CH3:2]. The catalyst is CO.[Ni]. The product is [C:1]([C:5]1[C:13]2[C:8](=[CH:9][CH:10]=[C:11]([NH2:14])[CH:12]=2)[NH:7][CH:6]=1)([CH3:4])([CH3:2])[CH3:3]. The yield is 0.190. (5) The reactants are [OH:1][C:2]1[C:3]([C:18](=O)[CH3:19])=[N:4][N:5]([CH3:17])[C:6]=1[C:7]1[CH:12]=[CH:11][CH:10]=[C:9]([C:13]([F:16])([F:15])[F:14])[CH:8]=1.[NH:21]([C:23]([NH:25][C:26]1[CH:34]=[CH:33][C:29]([C:30]([OH:32])=[O:31])=[CH:28][CH:27]=1)=[S:24])[NH2:22].CN(C)C=O. The catalyst is Cl.O. The product is [OH:1][C:2]1[C:3]([C:18](=[N:22][NH:21][C:23]([NH:25][C:26]2[CH:34]=[CH:33][C:29]([C:30]([OH:32])=[O:31])=[CH:28][CH:27]=2)=[S:24])[CH3:19])=[N:4][N:5]([CH3:17])[C:6]=1[C:7]1[CH:12]=[CH:11][CH:10]=[C:9]([C:13]([F:16])([F:15])[F:14])[CH:8]=1. The yield is 0.680. (6) The yield is 0.950. The catalyst is C(#N)C. The product is [I:19][C:8]1[C:4]([CH:1]([CH3:3])[CH3:2])=[N:5][N:6]([C:9]2[CH:14]=[CH:13][C:12]([C:15]([F:17])([F:16])[F:18])=[CH:11][N:10]=2)[CH:7]=1. The reactants are [CH:1]([C:4]1[CH:8]=[CH:7][N:6]([C:9]2[CH:14]=[CH:13][C:12]([C:15]([F:18])([F:17])[F:16])=[CH:11][N:10]=2)[N:5]=1)([CH3:3])[CH3:2].[I:19]I.[N+]([O-])([O-])=O.[Ce+4].[NH4+].[NH4+].[N+]([O-])([O-])=O.[N+]([O-])([O-])=O.[N+]([O-])([O-])=O.[N+]([O-])([O-])=O.[N+]([O-])([O-])=O. (7) The reactants are [CH2:1]([C:5]1[N:6]=[C:7]([CH2:27][O:28][CH3:29])[NH:8][C:9](=[O:26])[C:10]=1[CH2:11][C:12]1[CH:17]=[CH:16][C:15]([C:18]2[C:19]([C:24]#[N:25])=[CH:20][CH:21]=[CH:22][CH:23]=2)=[CH:14][CH:13]=1)[CH2:2][CH2:3][CH3:4].[CH2:30](Br)[C:31]1[CH:36]=[CH:35][CH:34]=[CH:33][CH:32]=1.C(=O)([O-])[O-].[Cs+].[Cs+]. The catalyst is CN(C)C(=O)C.C(OCC)(=O)C. The product is [CH2:30]([N:8]1[C:9](=[O:26])[C:10]([CH2:11][C:12]2[CH:17]=[CH:16][C:15]([C:18]3[C:19]([C:24]#[N:25])=[CH:20][CH:21]=[CH:22][CH:23]=3)=[CH:14][CH:13]=2)=[C:5]([CH2:1][CH2:2][CH2:3][CH3:4])[N:6]=[C:7]1[CH2:27][O:28][CH3:29])[C:31]1[CH:36]=[CH:35][CH:34]=[CH:33][CH:32]=1. The yield is 0.320. (8) The reactants are [CH3:1][N:2]([CH3:20])[C:3]([C:5]1[N:14]([CH:15]2[CH2:19][CH2:18][CH2:17][CH2:16]2)[C:8]2[N:9]=[C:10](Cl)[N:11]=[CH:12][C:7]=2[CH:6]=1)=[O:4].[NH2:21][C:22]1[N:27]=[CH:26][C:25]([N:28]2[CH2:33][CH2:32][NH:31][C:30](=[O:34])[CH2:29]2)=[CH:24][CH:23]=1. No catalyst specified. The product is [CH3:1][N:2]([CH3:20])[C:3]([C:5]1[N:14]([CH:15]2[CH2:19][CH2:18][CH2:17][CH2:16]2)[C:8]2[N:9]=[C:10]([NH:21][C:22]3[CH:23]=[CH:24][C:25]([N:28]4[CH2:33][CH2:32][NH:31][C:30](=[O:34])[CH2:29]4)=[CH:26][N:27]=3)[N:11]=[CH:12][C:7]=2[CH:6]=1)=[O:4]. The yield is 0.350.